Predict the reactants needed to synthesize the given product. From a dataset of Full USPTO retrosynthesis dataset with 1.9M reactions from patents (1976-2016). (1) Given the product [O:3]1[CH2:8][CH2:7][CH2:6][CH2:5][CH:4]1[O:9][CH2:10][CH2:11][C:12]1[O:13][C:14]2[C:20]([CH2:21][OH:22])=[CH:19][C:18]([O:23][C:24]([F:27])([F:25])[F:26])=[CH:17][C:15]=2[CH:16]=1, predict the reactants needed to synthesize it. The reactants are: [BH4-].[Na+].[O:3]1[CH2:8][CH2:7][CH2:6][CH2:5][CH:4]1[O:9][CH2:10][CH2:11][C:12]1[O:13][C:14]2[C:20]([CH:21]=[O:22])=[CH:19][C:18]([O:23][C:24]([F:27])([F:26])[F:25])=[CH:17][C:15]=2[CH:16]=1. (2) Given the product [C:34]([NH:33][S:30]([C:26]1[CH:25]=[C:24]([NH:23][C:20]([C:19]2[CH:18]=[N:17][N:11]3[C:12]([CH:14]4[CH2:16][CH2:15]4)=[CH:13][C:8]([C:5]4[CH:6]=[CH:7][C:2]([Cl:1])=[CH:3][CH:4]=4)=[N:9][C:10]=23)=[O:21])[CH:29]=[CH:28][CH:27]=1)(=[O:32])=[O:31])([CH3:37])([CH3:35])[CH3:36], predict the reactants needed to synthesize it. The reactants are: [Cl:1][C:2]1[CH:7]=[CH:6][C:5]([C:8]2[CH:13]=[C:12]([CH:14]3[CH2:16][CH2:15]3)[N:11]3[N:17]=[CH:18][C:19]([C:20](O)=[O:21])=[C:10]3[N:9]=2)=[CH:4][CH:3]=1.[NH2:23][C:24]1[CH:25]=[C:26]([S:30]([NH:33][C:34]([CH3:37])([CH3:36])[CH3:35])(=[O:32])=[O:31])[CH:27]=[CH:28][CH:29]=1. (3) Given the product [Br:1][C:2]1[CH:11]=[C:10]2[C:5]([CH2:6][CH:7]([CH2:12][O:13][Si:14]([C:17]([CH3:20])([CH3:19])[CH3:18])([CH3:15])[CH3:16])[N:8]([C:24]3[CH:25]=[C:26]([N:34]4[CH2:35][CH2:36][N:31]([CH3:30])[CH2:32][CH2:33]4)[N:27]=[C:22]([NH2:21])[N:23]=3)[CH2:9]2)=[CH:4][CH:3]=1, predict the reactants needed to synthesize it. The reactants are: [Br:1][C:2]1[CH:11]=[C:10]2[C:5]([CH2:6][CH:7]([CH2:12][O:13][Si:14]([C:17]([CH3:20])([CH3:19])[CH3:18])([CH3:16])[CH3:15])[NH:8][CH2:9]2)=[CH:4][CH:3]=1.[NH2:21][C:22]1[N:27]=[C:26](Cl)[CH:25]=[C:24](Cl)[N:23]=1.[CH3:30][N:31]1[CH2:36][CH2:35][NH:34][CH2:33][CH2:32]1. (4) Given the product [CH2:25]([N:24]1[C:18]2[CH:17]=[CH:16][CH:15]=[CH:32][C:19]=2[CH:20]=[C:21]([C:29]([NH2:34])=[O:30])[CH2:22][CH2:23]1)[CH:26]([CH3:28])[CH3:27], predict the reactants needed to synthesize it. The reactants are: C(OCCOC1C=CC([C:15]2[CH:16]=[CH:17][C:18]3[N:24]([CH2:25][CH:26]([CH3:28])[CH3:27])[CH2:23][CH2:22][C:21]([C:29](O)=[O:30])=[CH:20][C:19]=3[CH:32]=2)=CC=1)CCC.C[N:34](C=O)C. (5) Given the product [Cl:28][CH2:24][C:18]1[CH:17]=[N:16][N:15]([CH:12]2[CH2:13][CH2:14][N:9]([C:6]3[N:5]=[CH:4][C:3]([CH2:1][CH3:2])=[CH:8][N:7]=3)[CH2:10][CH2:11]2)[C:19]=1[C:20]([F:23])([F:22])[F:21], predict the reactants needed to synthesize it. The reactants are: [CH2:1]([C:3]1[CH:4]=[N:5][C:6]([N:9]2[CH2:14][CH2:13][CH:12]([N:15]3[C:19]([C:20]([F:23])([F:22])[F:21])=[C:18]([CH2:24]O)[CH:17]=[N:16]3)[CH2:11][CH2:10]2)=[N:7][CH:8]=1)[CH3:2].S(Cl)([Cl:28])=O.